This data is from Catalyst prediction with 721,799 reactions and 888 catalyst types from USPTO. The task is: Predict which catalyst facilitates the given reaction. (1) The catalyst class is: 52. Reactant: [CH2:1]([C:5]1[C:6]([CH3:18])=[N:7][C:8]([Cl:17])=[N:9][C:10]=1[C:11]1[CH:16]=[CH:15][CH:14]=[CH:13][CH:12]=1)[CH2:2][CH2:3][CH3:4].[Br:19]Br. Product: [Br:19][CH2:18][C:6]1[C:5]([CH2:1][CH2:2][CH2:3][CH3:4])=[C:10]([C:11]2[CH:12]=[CH:13][CH:14]=[CH:15][CH:16]=2)[N:9]=[C:8]([Cl:17])[N:7]=1. (2) Reactant: [NH2:1][C:2]1[C:7]([N+:8]([O-:10])=[O:9])=[C:6]([N:11]2[CH2:16][CH2:15][N:14]([C:17]([O:19]C(C)(C)C)=O)[CH2:13][CH2:12]2)[C:5]([Br:24])=[CH:4][N:3]=1.C(O)(C(F)(F)F)=O.CCN(C(C)C)C(C)C.[C:41]1([N:47]=C=O)[CH:46]=[CH:45][CH:44]=[CH:43][CH:42]=1. Product: [NH2:1][C:2]1[C:7]([N+:8]([O-:10])=[O:9])=[C:6]([N:11]2[CH2:12][CH2:13][N:14]([C:17]([NH:47][C:41]3[CH:46]=[CH:45][CH:44]=[CH:43][CH:42]=3)=[O:19])[CH2:15][CH2:16]2)[C:5]([Br:24])=[CH:4][N:3]=1. The catalyst class is: 2. (3) Reactant: [CH3:1][C@@H:2]1[CH2:6][C:5]2[CH:7]=[C:8]([CH3:14])[CH:9]=[C:10]([N+:11]([O-])=O)[C:4]=2[O:3]1. Product: [CH3:1][C@@H:2]1[CH2:6][C:5]2[CH:7]=[C:8]([CH3:14])[CH:9]=[C:10]([NH2:11])[C:4]=2[O:3]1. The catalyst class is: 123. (4) Reactant: [CH:1]1([CH2:7][C:8](=[O:10])[CH3:9])[CH2:6][CH2:5][CH2:4][CH2:3][CH2:2]1.[Br:11]Br.O. Product: [Br:11][CH2:9][C:8](=[O:10])[CH2:7][CH:1]1[CH2:6][CH2:5][CH2:4][CH2:3][CH2:2]1. The catalyst class is: 5. (5) Reactant: [CH3:1][C:2]([C:9]1[CH:14]=[CH:13][C:12]([OH:15])=[CH:11][CH:10]=1)([CH2:4][C:5]([CH3:8])([CH3:7])[CH3:6])[CH3:3].[Na+].[I-:17].[OH-].[Na+].[O-]Cl.[Na+].[O-]S([O-])(=S)=O.[Na+].[Na+].Cl. Product: [I:17][C:11]1[CH:10]=[C:9]([C:2]([CH3:1])([CH2:4][C:5]([CH3:6])([CH3:7])[CH3:8])[CH3:3])[CH:14]=[CH:13][C:12]=1[OH:15]. The catalyst class is: 5. (6) Reactant: [NH2:1][C:2]([NH2:4])=[S:3].[F:5][C:6]1[CH:7]=[CH:8][CH:9]=[C:10]2[C:15]=1[O:14][CH2:13][CH2:12][C:11]2=[C:16](O)[CH3:17].C(=O)(O)[O-].[Na+]. Product: [F:5][C:6]1[CH:7]=[CH:8][CH:9]=[C:10]2[C:11]3([CH2:16][CH2:17][S:3][C:2]([NH2:4])=[N:1]3)[CH2:12][CH2:13][O:14][C:15]=12. The catalyst class is: 201. (7) Reactant: [CH3:1][NH:2][C:3]1[CH:14]=[CH:13][CH:12]=[CH:11][C:4]=1[C:5]([O:7][CH2:8][CH2:9][I:10])=[O:6]. Product: [CH3:1][NH:2][C:3]1[CH:14]=[CH:13][CH:12]=[CH:11][C:4]=1[C:5]([OH:7])=[O:6].[I:10][CH2:9][CH2:8][OH:7]. The catalyst class is: 142.